Dataset: Catalyst prediction with 721,799 reactions and 888 catalyst types from USPTO. Task: Predict which catalyst facilitates the given reaction. (1) Reactant: [C:1](Cl)([C:14]1[CH:19]=[CH:18][CH:17]=[CH:16][CH:15]=1)([C:8]1[CH:13]=[CH:12][CH:11]=[CH:10][CH:9]=1)[C:2]1[CH:7]=[CH:6][CH:5]=[CH:4][CH:3]=1.C1(C)C=CC=CC=1.C(=O)(O)[O-].[Na+].[OH:33][OH:34]. Product: [C:1]([O:33][OH:34])([C:14]1[CH:19]=[CH:18][CH:17]=[CH:16][CH:15]=1)([C:8]1[CH:13]=[CH:12][CH:11]=[CH:10][CH:9]=1)[C:2]1[CH:7]=[CH:6][CH:5]=[CH:4][CH:3]=1. The catalyst class is: 6. (2) Reactant: [N+:1]([C:4]1[CH:5]=[C:6]([CH:9]=[CH:10][CH:11]=1)[CH:7]=[O:8])([O-:3])=[O:2].C(O[CH2:16][CH:17]=[CH2:18])(=O)C.O.CCN(CC)CC.CC1C(C)=C(C)C(C)=C(C)C=1C. Product: [N+:1]([C:4]1[CH:5]=[C:6]([CH:7]([OH:8])[CH2:18][CH:17]=[CH2:16])[CH:9]=[CH:10][CH:11]=1)([O-:3])=[O:2]. The catalyst class is: 12. (3) Reactant: [C:1]1([CH3:7])[CH:6]=[CH:5][CH:4]=[CH:3][CH:2]=1.C[Zn]C.[C:11](O[C:11](=[O:14])[CH2:12][CH3:13])(=[O:14])[CH2:12][CH3:13].[C:20]1(=[O:35])[CH2:34]CCCCCC[CH2:27][CH2:26][CH2:25][CH2:24][CH2:23][CH:22]=[CH:21]1. Product: [C:11]([O:34][C:20]1[CH2:21][CH2:22][CH2:23][CH2:24][CH2:25][CH2:26][CH2:27][CH2:2][CH2:3][CH2:4][CH2:5][CH2:6][C@@H:1]([CH3:7])[CH:35]=1)(=[O:14])[CH2:12][CH3:13]. The catalyst class is: 11. (4) Reactant: [S:1]1[CH:5]=[CH:4][CH:3]=[C:2]1[C:6](Cl)=[O:7].[Cl:9][C:10]1[CH:18]=[C:17]2[C:13]([C:14]([NH2:19])=[N:15][NH:16]2)=[CH:12][CH:11]=1. Product: [Cl:9][C:10]1[CH:18]=[C:17]2[C:13]([C:14]([NH:19][C:6]([C:2]3[S:1][CH:5]=[CH:4][CH:3]=3)=[O:7])=[N:15][NH:16]2)=[CH:12][CH:11]=1. The catalyst class is: 17.